This data is from Full USPTO retrosynthesis dataset with 1.9M reactions from patents (1976-2016). The task is: Predict the reactants needed to synthesize the given product. (1) Given the product [C:51]([O:50][C:49]([NH:48][CH2:47][CH2:46][NH:45][C:17]([C:16]1[CH:15]=[CH:14][C:13]([O:12][C@@H:9]2[CH2:8][CH2:7][C@H:6]([C:4]([O:3][CH2:1][CH3:2])=[O:5])[CH2:11][CH2:10]2)=[CH:21][CH:20]=1)=[O:19])=[O:55])([CH3:54])([CH3:53])[CH3:52], predict the reactants needed to synthesize it. The reactants are: [CH2:1]([O:3][C:4]([C@@H:6]1[CH2:11][CH2:10][C@H:9]([O:12][C:13]2[CH:21]=[CH:20][C:16]([C:17]([OH:19])=O)=[CH:15][CH:14]=2)[CH2:8][CH2:7]1)=[O:5])[CH3:2].Cl.C(N=C=NCCCN(C)C)C.O.ON1C2C=CC=CC=2N=N1.[NH2:45][CH2:46][CH2:47][NH:48][C:49](=[O:55])[O:50][C:51]([CH3:54])([CH3:53])[CH3:52]. (2) Given the product [CH3:27][C:25]1[CH:26]=[C:21]([C:20]2[C:16]3[C:14]([OH:13])=[C:31]([C:32]#[N:33])[C:30](=[O:34])[NH:29][C:17]=3[S:18][CH:19]=2)[CH:22]=[C:23]([CH3:28])[CH:24]=1, predict the reactants needed to synthesize it. The reactants are: [H-].[Na+].C([N-]C(C)C)(C)C.[Li+].C([O:13][C:14]([C:16]1[C:20]([C:21]2[CH:26]=[C:25]([CH3:27])[CH:24]=[C:23]([CH3:28])[CH:22]=2)=[CH:19][S:18][C:17]=1[NH:29][C:30](=[O:34])[CH2:31][C:32]#[N:33])=O)C. (3) The reactants are: [Br:1][C:2]1[C:3](Cl)=[N:4][CH:5]=[CH:6][CH:7]=1.[NH:9]1[CH2:14][CH2:13][NH:12][CH2:11][CH2:10]1.Cl.Cl.N1CCNCC1. Given the product [Br:1][C:2]1[C:3]([N:9]2[CH2:14][CH2:13][NH:12][CH2:11][CH2:10]2)=[N:4][CH:5]=[CH:6][CH:7]=1, predict the reactants needed to synthesize it.